Dataset: Forward reaction prediction with 1.9M reactions from USPTO patents (1976-2016). Task: Predict the product of the given reaction. (1) The product is: [O:1]=[C:2]1[CH2:11][CH2:10][C@@H:9]2[C@@H:4]([CH2:5][C@@H:6]([C:16]([O:18][CH2:19][CH3:20])=[O:17])[N:7]([C:41]([O:43][C:44]([CH3:45])([CH3:46])[CH3:47])=[O:42])[CH2:8]2)[CH2:3]1. Given the reactants [O:1]=[C:2]1[CH2:11][CH2:10][C@@H:9]2[C@@H:4]([CH2:5][C@@H:6]([C:16]([O:18][CH2:19][CH3:20])=[O:17])[N:7](C(OC)=O)[CH2:8]2)[CH2:3]1.I[Si](C)(C)C.C(N(CC)CC)C.[C:44]([O:43][C:41](O[C:41]([O:43][C:44]([CH3:47])([CH3:46])[CH3:45])=[O:42])=[O:42])([CH3:47])([CH3:46])[CH3:45], predict the reaction product. (2) Given the reactants [Cl:1][C:2]1[CH:3]=[C:4]2[C:9](=[CH:10][CH:11]=1)[C:8]([NH:12][CH3:13])=[N:7][CH2:6][CH:5]2[C:14]1[CH:19]=[CH:18][C:17]([N+:20]([O-])=O)=[CH:16][CH:15]=1.Cl, predict the reaction product. The product is: [NH2:20][C:17]1[CH:16]=[CH:15][C:14]([CH:5]2[C:4]3[C:9](=[CH:10][CH:11]=[C:2]([Cl:1])[CH:3]=3)[C:8]([NH:12][CH3:13])=[N:7][CH2:6]2)=[CH:19][CH:18]=1. (3) Given the reactants C[C:2]1[S:6][C:5]([C:7]([OH:9])=O)=[CH:4][C:3]=1[C:10]1[N:14]([CH3:15])[N:13]=[CH:12][CH:11]=1.[NH2:16][C@@H:17]([CH2:30][C:31]1[CH:36]=[CH:35]C=[C:33]([C:37](F)([F:39])F)[CH:32]=1)[CH2:18][N:19]1[C:27](=[O:28])[C:26]2[C:21](=[CH:22][CH:23]=[CH:24][CH:25]=2)[C:20]1=[O:29].CC(OC(N[C@H](C(O)=O)CC1C=CC=CC=1C(F)(F)F)=O)(C)C.C1CN([P+](Br)(N2CCCC2)N2CCCC2)CC1.F[P-](F)(F)(F)(F)F.CCN(C(C)C)C(C)C.C(Cl)(Cl)[Cl:98], predict the reaction product. The product is: [Cl:98][C:2]1[S:6][C:5]([C:7]([NH:16][C@@H:17]([CH2:30][C:31]2[CH:36]=[CH:35][C:37]([F:39])=[CH:33][CH:32]=2)[CH2:18][N:19]2[C:27](=[O:28])[C:26]3[C:21](=[CH:22][CH:23]=[CH:24][CH:25]=3)[C:20]2=[O:29])=[O:9])=[CH:4][C:3]=1[C:10]1[N:14]([CH3:15])[N:13]=[CH:12][CH:11]=1. (4) Given the reactants [NH2:1][C:2]1[CH:3]=[CH:4][C:5]([F:20])=[C:6]([C@:8]2([CH2:18][CH3:19])[C:14]([F:16])([F:15])[CH2:13][O:12][CH2:11][C:10]([NH2:17])=[N:9]2)[CH:7]=1.[Cl:21][C:22]1[C:23]([CH:30]=O)=[N:24][N:25]([CH:27]([F:29])[F:28])[CH:26]=1, predict the reaction product. The product is: [Cl:21][C:22]1[C:23]([CH2:30][NH:1][C:2]2[CH:3]=[CH:4][C:5]([F:20])=[C:6]([C@:8]3([CH2:18][CH3:19])[C:14]([F:15])([F:16])[CH2:13][O:12][CH2:11][C:10]([NH2:17])=[N:9]3)[CH:7]=2)=[N:24][N:25]([CH:27]([F:29])[F:28])[CH:26]=1. (5) Given the reactants [F:1][C:2]1[CH:7]=[C:6]([F:8])[CH:5]=[CH:4][C:3]=1[C@@:9]1([CH2:13][N:14]2[CH:18]=[N:17][CH:16]=[N:15]2)[C@H:11]([CH3:12])[O:10]1.[N:19]1[CH:24]=[CH:23][CH:22]=[CH:21][C:20]=1[C:25]1[CH2:26][CH2:27][NH:28][CH2:29][CH:30]=1.O.O.O.Cl([O-])(=O)(=O)=O.[Li+], predict the reaction product. The product is: [F:1][C:2]1[CH:7]=[C:6]([F:8])[CH:5]=[CH:4][C:3]=1[C@:9]([OH:10])([C@H:11]([N:28]1[CH2:29][CH:30]=[C:25]([C:20]2[CH:21]=[CH:22][CH:23]=[CH:24][N:19]=2)[CH2:26][CH2:27]1)[CH3:12])[CH2:13][N:14]1[CH:18]=[N:17][CH:16]=[N:15]1. (6) Given the reactants [NH2:1][C:2]1[N:10]=[C:9]2[C:5]([NH:6][C:7](=[O:17])[N:8]2[CH:11]2[CH2:16][CH2:15][O:14][CH2:13][CH2:12]2)=[C:4]([Cl:18])[N:3]=1.C(=O)([O-])[O-].[Cs+].[Cs+].C1C=CC(P(C2C(C3C(P(C4C=CC=CC=4)C4C=CC=CC=4)=CC=C4C=3C=CC=C4)=C3C(C=CC=C3)=CC=2)C2C=CC=CC=2)=CC=1.Br[C:72]1[CH:77]=[C:76]([F:78])[CH:75]=[CH:74][C:73]=1[N+:79]([O-:81])=[O:80].CCN(C(C)C)C(C)C, predict the reaction product. The product is: [Cl:18][C:4]1[N:3]=[C:2]([NH:1][C:72]2[CH:77]=[C:76]([F:78])[CH:75]=[CH:74][C:73]=2[N+:79]([O-:81])=[O:80])[N:10]=[C:9]2[C:5]=1[NH:6][C:7](=[O:17])[N:8]2[CH:11]1[CH2:12][CH2:13][O:14][CH2:15][CH2:16]1. (7) The product is: [C:1]1([C:7]2[CH:11]=[C:10]([NH:12][C:13]([N:35]3[CH2:36][CH2:37][N:32]([C:30]4[S:29][N:28]=[C:27]([C:21]5[CH:26]=[CH:25][CH:24]=[CH:23][CH:22]=5)[N:31]=4)[CH2:33][CH2:34]3)=[O:20])[O:9][N:8]=2)[CH:2]=[CH:3][CH:4]=[CH:5][CH:6]=1. Given the reactants [C:1]1([C:7]2[CH:11]=[C:10]([NH:12][C:13](=[O:20])OCC(Cl)(Cl)Cl)[O:9][N:8]=2)[CH:6]=[CH:5][CH:4]=[CH:3][CH:2]=1.[C:21]1([C:27]2[N:31]=[C:30]([N:32]3[CH2:37][CH2:36][NH:35][CH2:34][CH2:33]3)[S:29][N:28]=2)[CH:26]=[CH:25][CH:24]=[CH:23][CH:22]=1.CS(C)=O, predict the reaction product.